From a dataset of NCI-60 drug combinations with 297,098 pairs across 59 cell lines. Regression. Given two drug SMILES strings and cell line genomic features, predict the synergy score measuring deviation from expected non-interaction effect. (1) Drug 1: C1CC(=O)NC(=O)C1N2CC3=C(C2=O)C=CC=C3N. Drug 2: CC1=CC2C(CCC3(C2CCC3(C(=O)C)OC(=O)C)C)C4(C1=CC(=O)CC4)C. Cell line: EKVX. Synergy scores: CSS=1.73, Synergy_ZIP=7.27, Synergy_Bliss=-5.16, Synergy_Loewe=-1.88, Synergy_HSA=-1.42. (2) Drug 1: C1CCN(CC1)CCOC2=CC=C(C=C2)C(=O)C3=C(SC4=C3C=CC(=C4)O)C5=CC=C(C=C5)O. Drug 2: C(CCl)NC(=O)N(CCCl)N=O. Cell line: TK-10. Synergy scores: CSS=-4.31, Synergy_ZIP=3.78, Synergy_Bliss=3.48, Synergy_Loewe=-3.59, Synergy_HSA=-2.84. (3) Drug 1: CC12CCC3C(C1CCC2=O)CC(=C)C4=CC(=O)C=CC34C. Drug 2: CC1C(C(=O)NC(C(=O)N2CCCC2C(=O)N(CC(=O)N(C(C(=O)O1)C(C)C)C)C)C(C)C)NC(=O)C3=C4C(=C(C=C3)C)OC5=C(C(=O)C(=C(C5=N4)C(=O)NC6C(OC(=O)C(N(C(=O)CN(C(=O)C7CCCN7C(=O)C(NC6=O)C(C)C)C)C)C(C)C)C)N)C. Cell line: SK-OV-3. Synergy scores: CSS=29.9, Synergy_ZIP=8.77, Synergy_Bliss=11.8, Synergy_Loewe=11.1, Synergy_HSA=10.8. (4) Drug 1: CN(C(=O)NC(C=O)C(C(C(CO)O)O)O)N=O. Drug 2: COC1=C2C(=CC3=C1OC=C3)C=CC(=O)O2. Cell line: BT-549. Synergy scores: CSS=-0.180, Synergy_ZIP=6.35, Synergy_Bliss=0.0288, Synergy_Loewe=-1.98, Synergy_HSA=-2.24. (5) Synergy scores: CSS=16.0, Synergy_ZIP=-3.44, Synergy_Bliss=-7.49, Synergy_Loewe=-42.1, Synergy_HSA=-4.17. Drug 1: CCC1(CC2CC(C3=C(CCN(C2)C1)C4=CC=CC=C4N3)(C5=C(C=C6C(=C5)C78CCN9C7C(C=CC9)(C(C(C8N6C=O)(C(=O)OC)O)OC(=O)C)CC)OC)C(=O)OC)O.OS(=O)(=O)O. Drug 2: C1=CC=C(C(=C1)C(C2=CC=C(C=C2)Cl)C(Cl)Cl)Cl. Cell line: SK-MEL-5. (6) Drug 1: CC1=CC=C(C=C1)C2=CC(=NN2C3=CC=C(C=C3)S(=O)(=O)N)C(F)(F)F. Drug 2: N.N.Cl[Pt+2]Cl. Cell line: EKVX. Synergy scores: CSS=5.72, Synergy_ZIP=-2.04, Synergy_Bliss=2.88, Synergy_Loewe=-3.68, Synergy_HSA=-1.40. (7) Drug 1: CN1C(=O)N2C=NC(=C2N=N1)C(=O)N. Drug 2: CCC1(CC2CC(C3=C(CCN(C2)C1)C4=CC=CC=C4N3)(C5=C(C=C6C(=C5)C78CCN9C7C(C=CC9)(C(C(C8N6C)(C(=O)OC)O)OC(=O)C)CC)OC)C(=O)OC)O.OS(=O)(=O)O. Cell line: CCRF-CEM. Synergy scores: CSS=0.473, Synergy_ZIP=3.16, Synergy_Bliss=4.94, Synergy_Loewe=-2.93, Synergy_HSA=-1.56.